Dataset: Full USPTO retrosynthesis dataset with 1.9M reactions from patents (1976-2016). Task: Predict the reactants needed to synthesize the given product. (1) Given the product [CH:1]([C:4]1[N:5]=[C:6]([C:9]2[CH:18]=[C:17]([O:19][CH:20]3[CH2:38][CH:37]4[CH:22]([C:23](=[O:43])[NH:24][CH2:25][CH2:26][CH2:27][CH2:28][CH2:29][CH:30]=[CH:31][CH:32]5[C:34]([C:40]([NH:53][S:50]([CH:47]6[CH2:49][CH2:48]6)(=[O:52])=[O:51])=[O:41])([NH:35][C:36]4=[O:39])[CH2:33]5)[CH2:21]3)[C:16]3[C:11](=[C:12]([CH3:46])[C:13]([O:44][CH3:45])=[CH:14][CH:15]=3)[N:10]=2)[S:7][CH:8]=1)([CH3:2])[CH3:3], predict the reactants needed to synthesize it. The reactants are: [CH:1]([C:4]1[N:5]=[C:6]([C:9]2[CH:18]=[C:17]([O:19][CH:20]3[CH2:38][CH:37]4[CH:22]([C:23](=[O:43])[NH:24][CH2:25][CH2:26][CH2:27][CH2:28][CH2:29][CH:30]=[CH:31][CH:32]5[C:34]([C:40](O)=[O:41])([NH:35][C:36]4=[O:39])[CH2:33]5)[CH2:21]3)[C:16]3[C:11](=[C:12]([CH3:46])[C:13]([O:44][CH3:45])=[CH:14][CH:15]=3)[N:10]=2)[S:7][CH:8]=1)([CH3:3])[CH3:2].[CH:47]1([S:50]([NH2:53])(=[O:52])=[O:51])[CH2:49][CH2:48]1.C(C1N=C(C2C=C(OC3CC4C(C(=O)N(C)CCCCC=CC5C(C(NS(C6CC6)(=O)=O)=O)(NC4=O)C5)C3)C3C(=C(C)C(OC)=CC=3)N=2)SC=1)(C)C. (2) Given the product [C:1]([O:4][CH2:5][CH:6]([C:12]1[CH:17]=[CH:16][CH:15]=[C:14]([CH:18]=[O:19])[CH:13]=1)[CH2:7][O:8][C:9](=[O:11])[CH3:10])(=[O:3])[CH3:2], predict the reactants needed to synthesize it. The reactants are: [C:1]([O:4][CH2:5][CH:6]([C:12]1[CH:17]=[CH:16][CH:15]=[C:14]([CH:18]2OCC[O:19]2)[CH:13]=1)[CH2:7][O:8][C:9](=[O:11])[CH3:10])(=[O:3])[CH3:2]. (3) The reactants are: [CH3:1][O:2][C:3](=[O:12])[CH2:4][C:5]1[CH:10]=[CH:9][CH:8]=[CH:7][C:6]=1Br.C1(P(C2CCCCC2)C2C=CC=CC=2C2C(OC)=CC=CC=2OC)CCCCC1.P([O-])([O-])([O-])=O.[K+].[K+].[K+].[CH2:50]([C:52]([OH:84])([CH2:82][CH3:83])/[CH:53]=[CH:54]/[C:55]1[CH:60]=[CH:59][C:58]([C:61]([CH2:79][CH3:80])([C:64]2[CH:69]=[CH:68][C:67](B3OC(C)(C)C(C)(C)O3)=[CH:66][CH:65]=2)[CH2:62][CH3:63])=[CH:57][C:56]=1[CH3:81])[CH3:51].C(=O)(O)[O-].[Na+]. Given the product [CH3:1][O:2][C:3](=[O:12])[CH2:4][C:5]1[CH:10]=[CH:9][CH:8]=[CH:7][C:6]=1[C:67]1[CH:66]=[CH:65][C:64]([C:61]([CH2:79][CH3:80])([C:58]2[CH:59]=[CH:60][C:55](/[CH:54]=[CH:53]/[C:52]([CH2:82][CH3:83])([OH:84])[CH2:50][CH3:51])=[C:56]([CH3:81])[CH:57]=2)[CH2:62][CH3:63])=[CH:69][CH:68]=1, predict the reactants needed to synthesize it. (4) Given the product [C:1]([C:3]1[CH:4]=[CH:5][C:6]([O:30][CH3:31])=[C:7]([S:9]([N:12]([CH2:24][CH2:25][OH:26])[CH2:13][CH2:14][C:15]2[CH:16]=[CH:17][C:18]([CH:21]([CH3:23])[CH3:22])=[CH:19][CH:20]=2)(=[O:11])=[O:10])[CH:8]=1)#[N:2], predict the reactants needed to synthesize it. The reactants are: [C:1]([C:3]1[CH:4]=[CH:5][C:6]([O:30][CH3:31])=[C:7]([S:9]([N:12]([CH2:24][C:25](OCC)=[O:26])[CH2:13][CH2:14][C:15]2[CH:20]=[CH:19][C:18]([CH:21]([CH3:23])[CH3:22])=[CH:17][CH:16]=2)(=[O:11])=[O:10])[CH:8]=1)#[N:2].[BH4-].[Na+].Cl. (5) Given the product [CH2:1]([S:6][C:7]1[N:11]=[CH:10][NH:9][C:8]=1[C:20]1[CH2:21][N:22]([CH3:26])[CH2:23][CH2:24][CH:25]=1)[CH2:2][CH2:3][CH2:4][CH3:5], predict the reactants needed to synthesize it. The reactants are: [CH2:1]([S:6][C:7]1[N:11]=[CH:10][N:9](COCC[Si](C)(C)C)[C:8]=1[C:20]1[CH2:21][N:22]([CH3:26])[CH2:23][CH2:24][CH:25]=1)[CH2:2][CH2:3][CH2:4][CH3:5].CCCC[N+](CCCC)(CCCC)CCCC.[F-]. (6) Given the product [CH3:26][O:25][C:20]1[CH:21]=[CH:22][CH:23]=[CH:24][C:19]=1[CH2:18][NH:17][C:13]1[C:12]2[N:11]([N:10]=[C:9]([NH:1][C:2]3[CH:3]=[N:4][CH:5]=[CH:6][CH:7]=3)[N:27]=2)[CH:16]=[CH:15][CH:14]=1, predict the reactants needed to synthesize it. The reactants are: [NH2:1][C:2]1[CH:3]=[N:4][CH:5]=[CH:6][CH:7]=1.Cl[C:9]1[N:27]=[C:12]2[C:13]([NH:17][CH2:18][C:19]3[CH:24]=[CH:23][CH:22]=[CH:21][C:20]=3[O:25][CH3:26])=[CH:14][CH:15]=[CH:16][N:11]2[N:10]=1. (7) The reactants are: [CH3:1][O:2][C:3]1[CH:12]=[C:11]2[C:6]([N:7]=[C:8]([CH3:14])[C:9](=O)[NH:10]2)=[CH:5][CH:4]=1.C(OCC)(=O)C.P(Cl)(Cl)([Cl:23])=O. Given the product [Cl:23][C:9]1[C:8]([CH3:14])=[N:7][C:6]2[C:11]([N:10]=1)=[CH:12][C:3]([O:2][CH3:1])=[CH:4][CH:5]=2, predict the reactants needed to synthesize it. (8) The reactants are: [OH-].[Li+].[CH3:3][O:4][CH2:5][C:6]1[N:10]([CH3:11])[C:9]([C:12](=[O:18])[C:13]([O:15]CC)=[O:14])=[C:8]([C:19]2[CH:24]=[CH:23][CH:22]=[CH:21][CH:20]=2)[CH:7]=1. Given the product [CH3:3][O:4][CH2:5][C:6]1[N:10]([CH3:11])[C:9]([C:12](=[O:18])[C:13]([OH:15])=[O:14])=[C:8]([C:19]2[CH:20]=[CH:21][CH:22]=[CH:23][CH:24]=2)[CH:7]=1, predict the reactants needed to synthesize it.